This data is from Catalyst prediction with 721,799 reactions and 888 catalyst types from USPTO. The task is: Predict which catalyst facilitates the given reaction. Reactant: C1(P(C2C=CC=CC=2)C2C=CC=CC=2)C=CC=CC=1.[Cl:20][C:21]1[C:30]([C@H:31](O)[CH3:32])=[CH:29][C:28]2[C:23](=[C:24]([F:34])[CH:25]=[CH:26][CH:27]=2)[N:22]=1.C1(P([N:49]=[N+:50]=[N-:51])(C2C=CC=CC=2)=O)C=CC=CC=1. Product: [N:49]([C@H:31]([C:30]1[C:21]([Cl:20])=[N:22][C:23]2[C:28]([CH:29]=1)=[CH:27][CH:26]=[CH:25][C:24]=2[F:34])[CH3:32])=[N+:50]=[N-:51]. The catalyst class is: 1.